Dataset: Reaction yield outcomes from USPTO patents with 853,638 reactions. Task: Predict the reaction yield, written as a fraction of the theoretical maximum amount of product (1.0 means a 100% yield; for example, 0.34 means a 34% yield). (1) The reactants are [CH3:1][N:2]([CH3:24])[CH2:3][CH2:4][O:5][C:6]1[CH:11]=[CH:10][C:9]([C:12]2[C:20]3[C:15](=[CH:16][CH:17]=[C:18]([C:21]([NH2:23])=O)[CH:19]=3)[NH:14][N:13]=2)=[CH:8][CH:7]=1.COC(OC)[N:28]([CH3:30])C.[NH2:33]N. The catalyst is C(O)(=O)C. The product is [NH:33]1[C:21]([C:18]2[CH:19]=[C:20]3[C:15](=[CH:16][CH:17]=2)[NH:14][N:13]=[C:12]3[C:9]2[CH:10]=[CH:11][C:6]([O:5][CH2:4][CH2:3][N:2]([CH3:24])[CH3:1])=[CH:7][CH:8]=2)=[N:23][CH:30]=[N:28]1. The yield is 0.865. (2) The reactants are [Cl-].[Ce+3].[Cl-].[Cl-].[BH4-:5].[Na+].[CH3:7][C:8]1[CH:13]=[CH:12][C:11]([PH:14](=O)[C:15]2[CH:20]=[CH:19][C:18]([CH3:21])=[CH:17][CH:16]=2)=[CH:10][CH:9]=1.[H-].[Al+3].[Li+].[H-].[H-].[H-].Cl. The catalyst is C1COCC1.C1(C)C=CC=CC=1.O. The product is [CH3:7][C:8]1[CH:9]=[CH:10][C:11]([PH:14][C:15]2[CH:20]=[CH:19][C:18]([CH3:21])=[CH:17][CH:16]=2)=[CH:12][CH:13]=1.[BH3:5]. The yield is 0.510. (3) The catalyst is C1COCC1.C(OCC)(=O)C. The product is [F:1][C:2]1[CH:7]=[CH:6][N:5]=[C:4]2[N:8]([Si:14]([CH:21]([CH3:23])[CH3:22])([CH:18]([CH3:20])[CH3:19])[CH:15]([CH3:17])[CH3:16])[CH:9]=[CH:10][C:3]=12. The reactants are [F:1][C:2]1[CH:7]=[CH:6][N:5]=[C:4]2[NH:8][CH:9]=[CH:10][C:3]=12.[H-].[Na+].Cl[Si:14]([CH:21]([CH3:23])[CH3:22])([CH:18]([CH3:20])[CH3:19])[CH:15]([CH3:17])[CH3:16].[Cl-].[NH4+]. The yield is 0.500. (4) The reactants are [F:1][C:2]1[CH:7]=[C:6]([F:8])[CH:5]=[CH:4][C:3]=1[C@@:9]([OH:32])([C@:11]([N:27]1[CH:31]=[N:30][CH:29]=[N:28]1)([S:13][CH:14]1[CH2:19][CH2:18][N:17](C(OC(C)(C)C)=O)[CH2:16][CH2:15]1)[CH3:12])[CH3:10].C(OCC)(=O)C.[ClH:39]. The catalyst is C(OCC)(=O)C. The product is [ClH:39].[ClH:39].[F:1][C:2]1[CH:7]=[C:6]([F:8])[CH:5]=[CH:4][C:3]=1[C@@:9]([OH:32])([C@:11]([N:27]1[CH:31]=[N:30][CH:29]=[N:28]1)([S:13][CH:14]1[CH2:19][CH2:18][NH:17][CH2:16][CH2:15]1)[CH3:12])[CH3:10]. The yield is 1.00. (5) The reactants are [Br:1][C:2]1[CH:7]=[C:6]([N+:8]([O-])=O)[C:5]([F:11])=[CH:4][C:3]=1[F:12]. The catalyst is CCO.C1COCC1.O.[Fe]. The product is [Br:1][C:2]1[C:3]([F:12])=[CH:4][C:5]([F:11])=[C:6]([CH:7]=1)[NH2:8]. The yield is 0.590. (6) The reactants are [CH3:1][CH:2]1[CH2:7][C:6]([C:8]2[CH:13]=[CH:12][N:11]=[CH:10][C:9]=2[N+:14]([O-:16])=[O:15])=[CH:5]C=C1.C1C(=O)N([Br:24])C(=O)C1.C([O:28][CH2:29][CH3:30])(=O)C. The catalyst is C1COCC1.O. The product is [Br:24][CH:30]1[CH:29]([OH:28])[CH:5]=[C:6]([C:8]2[CH:13]=[CH:12][N:11]=[CH:10][C:9]=2[N+:14]([O-:16])=[O:15])[CH2:7][CH:2]1[CH3:1]. The yield is 0.800. (7) The reactants are [OH:1][C:2]1[CH:7]=[CH:6][C:5]([NH:8][C:9](=[O:14])[CH2:10][C:11]([NH2:13])=[O:12])=[CH:4][CH:3]=1.[Cl:15][C:16]1[CH:23]=[CH:22][C:19]([CH2:20]Br)=[CH:18][CH:17]=1. No catalyst specified. The product is [Cl:15][C:16]1[CH:23]=[CH:22][C:19]([CH2:20][O:1][C:2]2[CH:3]=[CH:4][C:5]([NH:8][C:9](=[O:14])[CH2:10][C:11]([NH2:13])=[O:12])=[CH:6][CH:7]=2)=[CH:18][CH:17]=1. The yield is 0.180.